This data is from Forward reaction prediction with 1.9M reactions from USPTO patents (1976-2016). The task is: Predict the product of the given reaction. Given the reactants [Cl-].[Al+3].[Cl-].[Cl-].[F:5][C:6]([F:11])([F:10])[C:7](Cl)=[O:8].[C:12]([Cl:15])([Cl:14])=[CH2:13], predict the reaction product. The product is: [Cl:14][C:12]([Cl:15])=[CH:13][C:7](=[O:8])[C:6]([F:11])([F:10])[F:5].